Dataset: Reaction yield outcomes from USPTO patents with 853,638 reactions. Task: Predict the reaction yield, written as a fraction of the theoretical maximum amount of product (1.0 means a 100% yield; for example, 0.34 means a 34% yield). (1) The reactants are [CH2:1]([O:3][C:4](=[O:58])[CH2:5][N:6]([C:8](=[O:57])[C@@H:9]([NH:25][C:26](=[O:56])[C@@H:27]([NH:52][C:53](=[O:55])[CH3:54])[CH2:28][CH2:29][CH2:30][NH:31]/[C:32](/[NH2:51])=[N:33]\[S:34]([C:37]1[C:38]([CH3:50])=[C:39]([CH3:49])[C:40]2[O:44][C:43]([CH3:46])([CH3:45])[CH2:42][C:41]=2[C:47]=1[CH3:48])(=[O:36])=[O:35])[CH2:10][N:11]([CH3:24])S(C1C=CC=CC=1[N+]([O-])=O)(=O)=O)[CH3:7])[CH3:2].C([O-])([O-])=O.[K+].[K+].SCC(CO)O. The catalyst is CN(C=O)C. The product is [CH2:1]([O:3][C:4](=[O:58])[CH2:5][N:6]([C:8](=[O:57])[C@@H:9]([NH:25][C:26](=[O:56])[C@@H:27]([NH:52][C:53](=[O:55])[CH3:54])[CH2:28][CH2:29][CH2:30][NH:31]/[C:32](/[NH2:51])=[N:33]\[S:34]([C:37]1[C:38]([CH3:50])=[C:39]([CH3:49])[C:40]2[O:44][C:43]([CH3:46])([CH3:45])[CH2:42][C:41]=2[C:47]=1[CH3:48])(=[O:36])=[O:35])[CH2:10][NH:11][CH3:24])[CH3:7])[CH3:2]. The yield is 0.300. (2) The reactants are Br[CH:2]([C:7]1[CH:12]=[CH:11][CH:10]=[C:9]([F:13])[CH:8]=1)[C:3]([O:5][CH3:6])=[O:4].[F:14][C:15]1[CH:16]=[C:17]([CH:19]=[C:20]([F:23])[C:21]=1[F:22])[NH2:18]. The catalyst is C(#N)C. The product is [CH3:6][O:5][C:3](=[O:4])[CH:2]([C:7]1[CH:12]=[CH:11][CH:10]=[C:9]([F:13])[CH:8]=1)[NH:18][C:17]1[CH:16]=[C:15]([F:14])[C:21]([F:22])=[C:20]([F:23])[CH:19]=1. The yield is 0.530. (3) The reactants are Br[C:2]1[CH:3]=[CH:4][C:5]([N+:8]([O-:10])=[O:9])=[N:6][CH:7]=1.[CH3:11][C@H:12]1[NH:17][CH2:16][CH2:15][N:14]([C:18]([O:20][C:21]([CH3:24])([CH3:23])[CH3:22])=[O:19])[CH2:13]1.C(=O)([O-])[O-].[Cs+].[Cs+].CC1(C)C2C(=C(P(C3C=CC=CC=3)C3C=CC=CC=3)C=CC=2)OC2C(P(C3C=CC=CC=3)C3C=CC=CC=3)=CC=CC1=2. The catalyst is C1C=CC(/C=C/C(/C=C/C2C=CC=CC=2)=O)=CC=1.C1C=CC(/C=C/C(/C=C/C2C=CC=CC=2)=O)=CC=1.C1C=CC(/C=C/C(/C=C/C2C=CC=CC=2)=O)=CC=1.[Pd].[Pd].O1CCOCC1. The product is [CH3:11][C@H:12]1[N:17]([C:2]2[CH:7]=[N:6][C:5]([N+:8]([O-:10])=[O:9])=[CH:4][CH:3]=2)[CH2:16][CH2:15][N:14]([C:18]([O:20][C:21]([CH3:22])([CH3:24])[CH3:23])=[O:19])[CH2:13]1. The yield is 0.440. (4) The product is [C:18]([C:14]1[CH:13]=[C:12]([CH:17]=[CH:16][CH:15]=1)[CH2:11][O:10][C:8]1[C:7]([CH3:20])=[N:6][C:5]([CH:21]2[CH2:23][CH2:22]2)=[C:4]([CH:9]=1)[C:3]([OH:24])=[O:2])#[N:19]. The catalyst is CO. The yield is 0.630. The reactants are C[O:2][C:3](=[O:24])[C:4]1[CH:9]=[C:8]([O:10][CH2:11][C:12]2[CH:17]=[CH:16][CH:15]=[C:14]([C:18]#[N:19])[CH:13]=2)[C:7]([CH3:20])=[N:6][C:5]=1[CH:21]1[CH2:23][CH2:22]1.[OH-].[Na+].Cl. (5) The reactants are [CH3:1][O-:2].[Na+].[NH2:4][C:5]1[CH:10]=[C:9]([Cl:11])[N:8]=[C:7](Cl)[N:6]=1. The catalyst is CO. The product is [NH2:4][C:5]1[CH:10]=[C:9]([Cl:11])[N:8]=[C:7]([O:2][CH3:1])[N:6]=1. The yield is 0.610. (6) The reactants are [CH3:1][C:2]1[CH:7]=[CH:6][CH:5]=[CH:4][C:3]=1[C:8]1[CH:13]=[CH:12][C:11]([N+:14]([O-:16])=[O:15])=[CH:10][C:9]=1[NH2:17].C(N(C(C)C)C(C)C)C.[F:27][C:28]([F:46])([F:45])[C:29]1[CH:30]=[C:31]([C:39]([CH3:44])([CH3:43])[C:40](Cl)=[O:41])[CH:32]=[C:33]([C:35]([F:38])([F:37])[F:36])[CH:34]=1. The catalyst is C(Cl)Cl. The product is [F:27][C:28]([F:45])([F:46])[C:29]1[CH:30]=[C:31]([C:39]([CH3:43])([CH3:44])[C:40]([NH:17][C:9]2[CH:10]=[C:11]([N+:14]([O-:16])=[O:15])[CH:12]=[CH:13][C:8]=2[C:3]2[CH:4]=[CH:5][CH:6]=[CH:7][C:2]=2[CH3:1])=[O:41])[CH:32]=[C:33]([C:35]([F:36])([F:37])[F:38])[CH:34]=1. The yield is 0.890. (7) The reactants are [I:1][C:2]1[C:10]2[C:5](=[N:6][CH:7]=[CH:8][CH:9]=2)[NH:4][N:3]=1.[H-].[Na+].[CH3:13][Si:14]([CH2:17][CH2:18][O:19][CH2:20]Cl)([CH3:16])[CH3:15].O. The catalyst is CN(C=O)C. The product is [I:1][C:2]1[C:10]2[C:5](=[N:6][CH:7]=[CH:8][CH:9]=2)[N:4]([CH2:20][O:19][CH2:18][CH2:17][Si:14]([CH3:16])([CH3:15])[CH3:13])[N:3]=1. The yield is 0.640. (8) The reactants are C([O:3][C:4]([C:6]1[CH:7]=[C:8]2[C:13](=[CH:14][CH:15]=1)[NH:12][CH:11]([C:16]1[CH:17]=[N:18][CH:19]=[C:20]([N:22]3[CH2:27][CH2:26][O:25][CH2:24][CH2:23]3)[CH:21]=1)[C:10]([CH3:29])([CH3:28])[CH2:9]2)=[O:5])C.[OH-].[Na+].Cl. The catalyst is CO.O1CCCC1.O. The product is [CH3:28][C:10]1([CH3:29])[CH2:9][C:8]2[C:13](=[CH:14][CH:15]=[C:6]([C:4]([OH:5])=[O:3])[CH:7]=2)[NH:12][CH:11]1[C:16]1[CH:17]=[N:18][CH:19]=[C:20]([N:22]2[CH2:23][CH2:24][O:25][CH2:26][CH2:27]2)[CH:21]=1. The yield is 0.900. (9) The reactants are Cl[C:2]1[N:11]=[C:10]([NH:12][CH:13]([C:22]2[CH:27]=[CH:26][CH:25]=[CH:24][CH:23]=2)[CH2:14][CH2:15][C:16]2[CH:21]=[CH:20][CH:19]=[CH:18][CH:17]=2)[C:9]2[C:4](=[CH:5][CH:6]=[CH:7][CH:8]=2)[N:3]=1.[CH3:28][C:29]1[C:34](B(O)O)=[CH:33][N:32]2[CH:38]=[CH:39][N:40]=[C:31]2[CH:30]=1.C(NC1C2C(=CC=CC=2)N=C(C2SC3C=CC=CC=3C=2)N=1)(C1C=CC=CC=1)C1C=CC=CC=1. The catalyst is C(Cl)(Cl)Cl.CO. The product is [C:22]1([CH:13]([NH:12][C:10]2[C:9]3[C:4](=[CH:5][CH:6]=[CH:7][CH:8]=3)[N:3]=[C:2]([C:34]3[C:29]([CH3:28])=[CH:30][C:31]4[N:32]([CH:38]=[CH:39][N:40]=4)[CH:33]=3)[N:11]=2)[CH2:14][CH2:15][C:16]2[CH:21]=[CH:20][CH:19]=[CH:18][CH:17]=2)[CH:27]=[CH:26][CH:25]=[CH:24][CH:23]=1. The yield is 0.380. (10) The reactants are [CH3:1][C:2]1[NH:3][C:4](=[O:26])[C:5]([CH2:11][C:12]2[CH:17]=[CH:16][C:15]([C:18]3[C:19]([C:24]#[N:25])=[CH:20][CH:21]=[CH:22][CH:23]=3)=[CH:14][CH:13]=2)=[C:6]([CH2:8][CH2:9][CH3:10])[N:7]=1.[CH3:27][C:28]1([CH3:41])[CH:37]=[CH:36][C:35]2[C:30](=[CH:31][CH:32]=[C:33](B(O)O)[CH:34]=2)[O:29]1.N1C=CC=CC=1.C(N(CC)CC)C. The catalyst is C(OCC)(=O)C.C([O-])(=O)C.[Cu+2].C([O-])(=O)C.ClCCl. The product is [CH3:27][C:28]1([CH3:41])[CH:37]=[CH:36][C:35]2[C:30](=[CH:31][CH:32]=[C:33]([N:3]3[C:4](=[O:26])[C:5]([CH2:11][C:12]4[CH:17]=[CH:16][C:15]([C:18]5[C:19]([C:24]#[N:25])=[CH:20][CH:21]=[CH:22][CH:23]=5)=[CH:14][CH:13]=4)=[C:6]([CH2:8][CH2:9][CH3:10])[N:7]=[C:2]3[CH3:1])[CH:34]=2)[O:29]1. The yield is 0.510.